Dataset: Reaction yield outcomes from USPTO patents with 853,638 reactions. Task: Predict the reaction yield, written as a fraction of the theoretical maximum amount of product (1.0 means a 100% yield; for example, 0.34 means a 34% yield). (1) The reactants are [C:1]([C:5]1[N:6]=[C:7]2[CH:12]=[C:11]([C:13](O)=[O:14])[CH:10]=[CH:9][N:8]2[C:16]=1[CH2:17][CH:18]1[CH2:23][CH2:22][CH2:21][CH2:20][CH2:19]1)([CH3:4])([CH3:3])[CH3:2].C(N1C=CN=C1)(N1C=CN=C1)=O.O.[NH2:37][NH2:38].O. The catalyst is C1COCC1. The product is [C:1]([C:5]1[N:6]=[C:7]2[CH:12]=[C:11]([C:13]([NH:37][NH2:38])=[O:14])[CH:10]=[CH:9][N:8]2[C:16]=1[CH2:17][CH:18]1[CH2:23][CH2:22][CH2:21][CH2:20][CH2:19]1)([CH3:4])([CH3:3])[CH3:2]. The yield is 0.790. (2) The reactants are Br[CH2:2][C:3]([O:5]C)=O.[C:7]([N:10]1[CH2:15][CH2:14][NH:13][CH2:12][CH2:11]1)(=[O:9])[CH3:8].C(=O)([O-])[O-].[K+].[K+].[NH2:22][NH2:23]. The catalyst is C(O)C. The product is [C:7]([N:10]1[CH2:15][CH2:14][N:13]([CH2:2][C:3]([NH:22][NH2:23])=[O:5])[CH2:12][CH2:11]1)(=[O:9])[CH3:8]. The yield is 0.800. (3) The reactants are Br[C:2]1[CH:3]=[N:4][C:5]([N:10]2[CH2:15][CH2:14][CH:13]([C:16]3[O:20][N:19]=[C:18]([CH:21]([CH3:23])[CH3:22])[N:17]=3)[CH2:12][CH2:11]2)=[C:6]([CH:9]=1)[C:7]#[N:8].C([O-])(=O)C.[K+].[B:29]1([B:29]2[O:33][C:32]([CH3:35])([CH3:34])[C:31]([CH3:37])([CH3:36])[O:30]2)[O:33][C:32]([CH3:35])([CH3:34])[C:31]([CH3:37])([CH3:36])[O:30]1. The catalyst is O1CCOCC1.C1(P(C2C=CC=CC=2)[C-]2C=CC=C2)C=CC=CC=1.[C-]1(P(C2C=CC=CC=2)C2C=CC=CC=2)C=CC=C1.[Fe+2].C1C=CC(P(C2C=CC=CC=2)[C-]2C=CC=C2)=CC=1.C1C=CC(P(C2C=CC=CC=2)[C-]2C=CC=C2)=CC=1.Cl[Pd]Cl.[Fe+2]. The product is [CH:21]([C:18]1[N:17]=[C:16]([CH:13]2[CH2:14][CH2:15][N:10]([C:5]3[N:4]=[CH:3][C:2]([B:29]4[O:33][C:32]([CH3:35])([CH3:34])[C:31]([CH3:37])([CH3:36])[O:30]4)=[CH:9][C:6]=3[C:7]#[N:8])[CH2:11][CH2:12]2)[O:20][N:19]=1)([CH3:23])[CH3:22]. The yield is 0.650. (4) The reactants are [NH:1]([C:3]1[CH:8]=[C:7]([C:9]#[N:10])[CH:6]=[CH:5][N:4]=1)[NH2:2].O=[C:12]([CH2:18][O:19][C:20]1[CH:25]=[CH:24][CH:23]=[CH:22][CH:21]=1)[CH2:13][C:14](OC)=[O:15]. No catalyst specified. The product is [OH:15][C:14]1[N:1]([C:3]2[CH:8]=[C:7]([C:9]#[N:10])[CH:6]=[CH:5][N:4]=2)[N:2]=[C:12]([CH2:18][O:19][C:20]2[CH:25]=[CH:24][CH:23]=[CH:22][CH:21]=2)[CH:13]=1. The yield is 0.580. (5) The reactants are [Br:1][C:2]1[CH:3]=[C:4]([N+:11]([O-])=O)[CH:5]=[C:6]2[C:10]=1[NH:9][CH:8]=[CH:7]2.C(Cl)(Cl)Cl. The catalyst is C(O)(C)C.[Pd]. The product is [Br:1][C:2]1[CH:3]=[C:4]([NH2:11])[CH:5]=[C:6]2[C:10]=1[NH:9][CH:8]=[CH:7]2. The yield is 0.700. (6) The reactants are [CH3:1][O:2][C:3]([C:5]1[CH:13]=[CH:12][C:8]([C:9]([OH:11])=O)=[CH:7][CH:6]=1)=[O:4].C(N(CC)CC)C.CN(C(ON1N=NC2C=CC=NC1=2)=[N+](C)C)C.F[P-](F)(F)(F)(F)F.[NH2:45][CH:46]1[CH2:51][CH2:50][N:49]([CH2:52][C:53]2[CH:60]=[CH:59][C:56]([C:57]#[N:58])=[CH:55][CH:54]=2)[CH2:48][CH2:47]1.Cl. The catalyst is O. The product is [C:57]([C:56]1[CH:55]=[CH:54][C:53]([CH2:52][N:49]2[CH2:48][CH2:47][CH:46]([NH:45][C:9]([C:8]3[CH:7]=[CH:6][C:5]([C:3]([O:2][CH3:1])=[O:4])=[CH:13][CH:12]=3)=[O:11])[CH2:51][CH2:50]2)=[CH:60][CH:59]=1)#[N:58]. The yield is 0.440. (7) The reactants are [CH3:1][C:2]1[C:6]2[C:7](=[O:19])[N:8]([CH2:11][CH2:12][N:13]3[CH2:18][CH2:17][CH2:16][CH2:15][CH2:14]3)[CH2:9][CH2:10][C:5]=2[NH:4][C:3]=1[CH:20]=O.[F:22][C:23]1[CH:24]=[C:25]2[C:29](=[CH:30][C:31]=1[NH:32][C:33](=[O:37])[C@@H:34]([OH:36])[CH3:35])[NH:28][C:27](=[O:38])[CH2:26]2. No catalyst specified. The product is [F:22][C:23]1[CH:24]=[C:25]2[C:29](=[CH:30][C:31]=1[NH:32][C:33](=[O:37])[C@@H:34]([OH:36])[CH3:35])[NH:28][C:27](=[O:38])[C:26]2=[CH:20][C:3]1[NH:4][C:5]2[CH2:10][CH2:9][N:8]([CH2:11][CH2:12][N:13]3[CH2:14][CH2:15][CH2:16][CH2:17][CH2:18]3)[C:7](=[O:19])[C:6]=2[C:2]=1[CH3:1]. The yield is 0.584.